From a dataset of Full USPTO retrosynthesis dataset with 1.9M reactions from patents (1976-2016). Predict the reactants needed to synthesize the given product. (1) The reactants are: [Cl:1][C:2]1[C:3]([O:25][CH2:26][CH2:27][O:28][CH3:29])=[CH:4][C:5]2[CH:14]([CH3:15])[CH:13]([CH2:16][CH3:17])[N:12]3[CH:7]([CH2:8][C:9](=[O:23])[C:10]([C:18]([O:20][CH2:21][CH3:22])=[O:19])=[CH:11]3)[C:6]=2[CH:24]=1.C1(Cl)C(=O)C(Cl)=C(Cl)C(=O)C=1Cl. Given the product [Cl:1][C:2]1[C:3]([O:25][CH2:26][CH2:27][O:28][CH3:29])=[CH:4][C:5]2[CH:14]([CH3:15])[CH:13]([CH2:16][CH3:17])[N:12]3[C:7](=[CH:8][C:9](=[O:23])[C:10]([C:18]([O:20][CH2:21][CH3:22])=[O:19])=[CH:11]3)[C:6]=2[CH:24]=1, predict the reactants needed to synthesize it. (2) Given the product [CH:1]1([C:7]([OH:23])([C:31]#[C:30][C:24]2[CH:29]=[CH:28][CH:27]=[CH:26][CH:25]=2)[C:8]([NH:10][C:11]2[CH:12]=[CH:13][C:14]3[C:19](=[O:20])[O:18][N:17]=[C:16]([CH3:21])[C:15]=3[CH:22]=2)=[O:9])[CH2:6][CH2:5][CH2:4][CH2:3][CH2:2]1, predict the reactants needed to synthesize it. The reactants are: [CH:1]1([C:7](=[O:23])[C:8]([NH:10][C:11]2[CH:12]=[CH:13][C:14]3[C:19](=[O:20])[O:18][N:17]=[C:16]([CH3:21])[C:15]=3[CH:22]=2)=[O:9])[CH2:6][CH2:5][CH2:4][CH2:3][CH2:2]1.[C:24]1([C:30]#[CH:31])[CH:29]=[CH:28][CH:27]=[CH:26][CH:25]=1.C([Li])CCC. (3) Given the product [OH:21][CH2:20][C:19]([N:15]1[CH2:16][CH2:17][CH:18]=[C:13]([C:10]2[CH:11]=[CH:12][C:7]([N:6]3[CH2:5][C@H:4]([CH2:27][NH:28][C:29](=[O:31])[CH3:30])[O:3][C:2]3=[O:1])=[CH:8][C:9]=2[F:26])[CH2:14]1)=[O:25], predict the reactants needed to synthesize it. The reactants are: [O:1]=[C:2]1[N:6]([C:7]2[CH:12]=[CH:11][C:10]([C:13]3[CH2:14][N:15]([C:19](=[O:25])[CH2:20][O:21]C(=O)C)[CH2:16][CH2:17][CH:18]=3)=[C:9]([F:26])[CH:8]=2)[CH2:5][C@H:4]([CH2:27][NH:28][C:29](=[O:31])[CH3:30])[O:3]1.C(=O)([O-])[O-].[K+].[K+].Cl. (4) The reactants are: [C:1]([CH:6]=P(C1C=CC=CC=1)(C1C=CC=CC=1)C1C=CC=CC=1)([O:3][CH2:4][CH3:5])=[O:2].[CH3:26][C:27]1[N:32]=[CH:31][C:30]([CH2:33][OH:34])=[C:29]([CH:35]=O)[C:28]=1[OH:37].C(N(CC)CC)C. Given the product [CH2:4]([O:3][C:1](=[O:2])[CH:6]=[CH:35][C:29]1[C:30]([CH2:33][OH:34])=[CH:31][N:32]=[C:27]([CH3:26])[C:28]=1[OH:37])[CH3:5], predict the reactants needed to synthesize it. (5) Given the product [CH3:10][N:11]1[CH2:16][CH2:15][CH:14]([O:17][C:2]2[N:9]=[CH:8][CH:7]=[CH:6][C:3]=2[C:4]#[N:5])[CH2:13][CH2:12]1, predict the reactants needed to synthesize it. The reactants are: F[C:2]1[N:9]=[CH:8][CH:7]=[CH:6][C:3]=1[C:4]#[N:5].[CH3:10][N:11]1[CH2:16][CH2:15][CH:14]([OH:17])[CH2:13][CH2:12]1.[H-].[Na+].O. (6) Given the product [CH3:20][N:19]([CH2:21][C:22]1[CH:27]=[CH:26][C:25]([NH:28][C:39]([NH:38][C:35]2[CH:34]=[N:33][C:32]([CH3:31])=[CH:37][N:36]=2)=[O:40])=[C:24]([O:29][CH3:30])[CH:23]=1)[CH3:18], predict the reactants needed to synthesize it. The reactants are: C1(P(N=[N+]=[N-])(C2C=CC=CC=2)=O)C=CC=CC=1.[CH3:18][N:19]([CH2:21][C:22]1[CH:27]=[CH:26][C:25]([NH2:28])=[C:24]([O:29][CH3:30])[CH:23]=1)[CH3:20].[CH3:31][C:32]1[N:33]=[CH:34][C:35]([NH:38][C:39](N)=[O:40])=[N:36][CH:37]=1.